This data is from Peptide-MHC class I binding affinity with 185,985 pairs from IEDB/IMGT. The task is: Regression. Given a peptide amino acid sequence and an MHC pseudo amino acid sequence, predict their binding affinity value. This is MHC class I binding data. (1) The peptide sequence is RTRTNPTPV. The MHC is H-2-Db with pseudo-sequence H-2-Db. The binding affinity (normalized) is 0.338. (2) The peptide sequence is MGKTITDVK. The MHC is HLA-B15:01 with pseudo-sequence HLA-B15:01. The binding affinity (normalized) is 0.0847.